From a dataset of Catalyst prediction with 721,799 reactions and 888 catalyst types from USPTO. Predict which catalyst facilitates the given reaction. (1) Reactant: [F:1][C:2]1[CH:11]=[CH:10][C:9]2[S:12][C:13](=[O:14])[N:7]3[C:8]=2[C:3]=1[CH:4]([CH:15]=O)[CH2:5][CH2:6]3.[O:17]1[C:26]2[CH:25]=[C:24]([CH2:27][N:28]([CH:36]3[CH2:41][CH2:40][NH:39][CH2:38][CH2:37]3)[C:29](=[O:35])[O:30][C:31]([CH3:34])([CH3:33])[CH3:32])[N:23]=[CH:22][C:21]=2[O:20][CH2:19][CH2:18]1. Product: [O:17]1[C:26]2[CH:25]=[C:24]([CH2:27][N:28]([CH:36]3[CH2:41][CH2:40][N:39]([CH2:15][CH:4]4[C:3]5[C:8]6=[C:9]([S:12][C:13](=[O:14])[N:7]6[CH2:6][CH2:5]4)[CH:10]=[CH:11][C:2]=5[F:1])[CH2:38][CH2:37]3)[C:29](=[O:35])[O:30][C:31]([CH3:34])([CH3:33])[CH3:32])[N:23]=[CH:22][C:21]=2[O:20][CH2:19][CH2:18]1. The catalyst class is: 13. (2) Reactant: [NH:1]1[CH2:6][CH2:5][CH:4]([N:7]2[C:11]3[CH:12]=[CH:13][CH:14]=[CH:15][C:10]=3[NH:9][C:8]2=[O:16])[CH2:3][CH2:2]1.[C:17](O[C:17]([O:19][C:20]([CH3:23])([CH3:22])[CH3:21])=[O:18])([O:19][C:20]([CH3:23])([CH3:22])[CH3:21])=[O:18]. Product: [C:20]([O:19][C:17]([N:1]1[CH2:2][CH2:3][CH:4]([N:7]2[C:11]3[CH:12]=[CH:13][CH:14]=[CH:15][C:10]=3[NH:9][C:8]2=[O:16])[CH2:5][CH2:6]1)=[O:18])([CH3:23])([CH3:22])[CH3:21]. The catalyst class is: 31. (3) Reactant: [CH3:1][C:2]([CH3:7])([CH3:6])[CH2:3][CH:4]=[O:5].[OH2:8].[C:9]1([CH3:19])[CH:14]=[CH:13][C:12](S(O)(=O)=O)=[CH:11][CH:10]=1. Product: [CH3:1][C:2]([CH3:7])([CH3:6])[CH2:3][C:4]([C:12]1[CH:13]=[CH:14][C:9]([CH:19]=[O:8])=[CH:10][CH:11]=1)=[O:5]. The catalyst class is: 21. (4) Reactant: Br[C:2]1[CH:3]=[C:4]([N:8]2[CH2:13][CH2:12][N:11]([C:14]([O:16][C:17]([CH3:20])([CH3:19])[CH3:18])=[O:15])[CH2:10][CH2:9]2)[CH:5]=[CH:6][CH:7]=1.[F:21][C:22]1[CH:27]=[C:26]([F:28])[CH:25]=[CH:24][C:23]=1B(O)O.C(=O)([O-])[O-].[Na+].[Na+].O. Product: [F:21][C:22]1[CH:27]=[C:26]([F:28])[CH:25]=[CH:24][C:23]=1[C:2]1[CH:7]=[CH:6][CH:5]=[C:4]([N:8]2[CH2:13][CH2:12][N:11]([C:14]([O:16][C:17]([CH3:20])([CH3:19])[CH3:18])=[O:15])[CH2:10][CH2:9]2)[CH:3]=1. The catalyst class is: 149.